From a dataset of TCR-epitope binding with 47,182 pairs between 192 epitopes and 23,139 TCRs. Binary Classification. Given a T-cell receptor sequence (or CDR3 region) and an epitope sequence, predict whether binding occurs between them. (1) The epitope is YLQPRTFLL. The TCR CDR3 sequence is CASSYEGTEAFF. Result: 0 (the TCR does not bind to the epitope). (2) The epitope is MPASWVMRI. The TCR CDR3 sequence is CASSAYLNTEAFF. Result: 1 (the TCR binds to the epitope). (3) The epitope is ALLADKFPV. The TCR CDR3 sequence is CASSLQGLASISTDTQYF. Result: 0 (the TCR does not bind to the epitope). (4) The epitope is FPPTSFGPL. The TCR CDR3 sequence is CASSSGYSSYNEQFF. Result: 1 (the TCR binds to the epitope). (5) The epitope is LLLGIGILV. The TCR CDR3 sequence is CASSSGQGGTGELFF. Result: 1 (the TCR binds to the epitope). (6) The epitope is KLVALGINAV. The TCR CDR3 sequence is CASGQGQETQYF. Result: 1 (the TCR binds to the epitope). (7) The epitope is LVLSVNPYV. The TCR CDR3 sequence is CASRVGGAGNSPLHF. Result: 0 (the TCR does not bind to the epitope). (8) The epitope is YIFFASFYY. The TCR CDR3 sequence is CASSLGWGRVNEQFF. Result: 1 (the TCR binds to the epitope).